From a dataset of Forward reaction prediction with 1.9M reactions from USPTO patents (1976-2016). Predict the product of the given reaction. (1) Given the reactants C[C@@H]1O[C@@H]([O:8][C@@H:9]2[CH:25]=[C:24]3[C@@:12]([CH3:35])([C@@H:13]4[C@@H:21]([CH2:22][CH2:23]3)[C@:20]3([OH:26])[C@@:16]([CH3:34])([C@@H:17]([C:27]5[CH:33]=[CH:32][C:30](=[O:31])[O:29][CH:28]=5)[CH2:18][CH2:19]3)[CH2:15][CH2:14]4)[CH2:11][CH2:10]2)[C@H](O)[C@H](O)[C@H]1O.C([O-])(=O)C.[Na+], predict the reaction product. The product is: [CH3:35][C@@:12]12[C@H:13]3[CH2:14][CH2:15][C@:16]4([CH3:34])[C@@H:17]([C:27]5[CH:33]=[CH:32][C:30](=[O:31])[O:29][CH:28]=5)[CH2:18][CH2:19][C@:20]4([OH:26])[C@@H:21]3[CH2:22][CH2:23][C:24]1=[CH:25][C@@H:9]([OH:8])[CH2:10][CH2:11]2. (2) The product is: [CH2:14]([O:16][C:17](=[O:18])[C:19]1[C:12]([NH:11][S:1]([C:4]2[CH:5]=[CH:6][C:7]([CH3:8])=[CH:9][CH:10]=2)(=[O:2])=[O:3])=[CH:26][C:22]([CH2:23][CH3:24])=[N:21][C:20]=1[CH2:27][CH3:28])[CH3:15]. Given the reactants [S:1]([N:11]=[C:12]=O)([C:4]1[CH:10]=[CH:9][C:7]([CH3:8])=[CH:6][CH:5]=1)(=[O:3])=[O:2].[CH2:14]([O:16][C:17]([C:19]1[C:24](=O)[CH:23]=[C:22]([CH3:26])[NH:21][C:20]=1[CH3:27])=[O:18])[CH3:15].[C:28](#N)C, predict the reaction product. (3) Given the reactants P([O-])([O-])([O-])=O.[K+].[K+].[K+].[C:9]1(OB(O)O)[CH:14]=[CH:13][CH:12]=[CH:11][CH:10]=1.[Cl-].[NH4+].CN([CH:24]=[O:25])C, predict the reaction product. The product is: [C:9]1([C:9]2[CH:14]=[C:13]3[C:12]([CH:14]=[CH:9][C:10]([O:25][CH3:24])=[CH:11]3)=[CH:11][CH:10]=2)[CH:14]=[CH:13][CH:12]=[CH:11][CH:10]=1. (4) Given the reactants [CH3:1][S:2][C:3]1[N:4]=[CH:5][C:6]2[CH2:12][NH:11][CH2:10][CH2:9][C:7]=2[N:8]=1.Br[C:14]1[CH:15]=[C:16]([CH:30]=[CH:31][C:32]=1[CH3:33])[C:17]([NH:19][C:20]1[CH:25]=[CH:24][CH:23]=[C:22]([C:26]([F:29])([F:28])[F:27])[CH:21]=1)=[O:18], predict the reaction product. The product is: [CH3:33][C:32]1[CH:14]=[CH:15][C:16]([C:17]([NH:19][C:20]2[CH:25]=[CH:24][CH:23]=[C:22]([C:26]([F:27])([F:29])[F:28])[CH:21]=2)=[O:18])=[CH:30][C:31]=1[N:11]1[CH2:10][CH2:9][C:7]2[N:8]=[C:3]([S:2][CH3:1])[N:4]=[CH:5][C:6]=2[CH2:12]1.